This data is from Catalyst prediction with 721,799 reactions and 888 catalyst types from USPTO. The task is: Predict which catalyst facilitates the given reaction. (1) Reactant: C(=O)([S:3][CH2:4][CH2:5][C:6]([NH:8][CH2:9][CH2:10][O:11][CH3:12])=[O:7])C.[OH-].[Li+]. Product: [SH:3][CH2:4][CH2:5][C:6]([NH:8][CH2:9][CH2:10][O:11][CH3:12])=[O:7]. The catalyst class is: 30. (2) Reactant: Cl[C:2]1[N:7]=[C:6]([NH:8][C:9]2[NH:13][N:12]=[C:11]([CH:14]3[CH2:16][CH2:15]3)[CH:10]=2)[CH:5]=[CH:4][N:3]=1.[F:17][C:18]1[C:19]([CH2:33][NH2:34])=[CH:20][C:21]2[N:25]=[CH:24][N:23]([CH:26]3[CH2:31][CH2:30][CH2:29][CH2:28][O:27]3)[C:22]=2[CH:32]=1.CCN(C(C)C)C(C)C. Product: [CH:14]1([C:11]2[NH:12][N:13]=[C:9]([NH:8][C:6]3[CH:5]=[CH:4][N:3]=[C:2]([NH:34][CH2:33][C:19]4[C:18]([F:17])=[CH:32][C:22]5[N:23]([CH:26]6[CH2:31][CH2:30][CH2:29][CH2:28][O:27]6)[CH:24]=[N:25][C:21]=5[CH:20]=4)[N:7]=3)[CH:10]=2)[CH2:16][CH2:15]1. The catalyst class is: 41. (3) Reactant: [Cl:1][C:2]1[CH:7]=[C:6]([NH2:8])[CH:5]=[CH:4][C:3]=1[NH:9][C:10]([CH3:21])([CH3:20])[CH2:11][C:12]1[CH:17]=[CH:16][C:15]([Cl:18])=[C:14]([F:19])[CH:13]=1.C[Al](C)C.N#N.FC1C=C(C=CC=1)O[CH2:33][C:34]([NH:36]/[C:37](/[CH3:43])=[CH:38]\[C:39](OC)=[O:40])=O. Product: [Cl:1][C:2]1[CH:7]=[C:6]([N:8]2[C:39](=[O:40])[CH:38]=[C:37]([CH3:43])[N:36]=[C:34]2[CH3:33])[CH:5]=[CH:4][C:3]=1[NH:9][C:10]([CH3:21])([CH3:20])[CH2:11][C:12]1[CH:17]=[CH:16][C:15]([Cl:18])=[C:14]([F:19])[CH:13]=1. The catalyst class is: 11. (4) Reactant: [Cl:1][C:2]1[CH:3]=[C:4]([C@@H:8]([OH:22])[CH2:9][NH:10][C:11](=O)[CH2:12][CH2:13][C:14]2[CH:19]=[CH:18][C:17]([OH:20])=[CH:16][CH:15]=2)[CH:5]=[CH:6][CH:7]=1.Cl.[OH-].[Na+].[C:26](O[C:26]([O:28][C:29]([CH3:32])([CH3:31])[CH3:30])=[O:27])([O:28][C:29]([CH3:32])([CH3:31])[CH3:30])=[O:27]. Product: [Cl:1][C:2]1[CH:3]=[C:4]([C@@H:8]([OH:22])[CH2:9][N:10]([CH2:11][CH2:12][CH2:13][C:14]2[CH:19]=[CH:18][C:17]([OH:20])=[CH:16][CH:15]=2)[C:26](=[O:27])[O:28][C:29]([CH3:32])([CH3:31])[CH3:30])[CH:5]=[CH:6][CH:7]=1. The catalyst class is: 7. (5) Reactant: C[O:2][C:3](=[O:14])[C:4]1[CH:9]=[C:8]([O:10][CH3:11])[CH:7]=[C:6]([C:12]#[N:13])[CH:5]=1.[OH-].[Li+]. Product: [C:12]([C:6]1[CH:5]=[C:4]([CH:9]=[C:8]([O:10][CH3:11])[CH:7]=1)[C:3]([OH:14])=[O:2])#[N:13]. The catalyst class is: 1. (6) Reactant: B(F)(F)F.[Br:5][C:6]1[CH:26]=[CH:25][C:9]2[O:10][CH2:11][C:12]3([C:15]4[S:19][C:18]([C:20]([O:22][CH2:23][CH3:24])=[O:21])=[N:17][C:16]=4[C:8]=2[CH:7]=1)[CH2:14][O:13]3.[SiH](CC)(CC)CC. Product: [Br:5][C:6]1[CH:26]=[CH:25][C:9]2[O:10][CH2:11][CH:12]([CH2:14][OH:13])[C:15]3[S:19][C:18]([C:20]([O:22][CH2:23][CH3:24])=[O:21])=[N:17][C:16]=3[C:8]=2[CH:7]=1. The catalyst class is: 793.